From a dataset of Forward reaction prediction with 1.9M reactions from USPTO patents (1976-2016). Predict the product of the given reaction. Given the reactants [C:1]([N:4]1[C:13]2[C:8](=[CH:9][C:10]([NH2:14])=[CH:11][CH:12]=2)[C:7]([C:16]2[CH:21]=[CH:20][CH:19]=[CH:18][CH:17]=2)([CH3:15])[CH2:6][C:5]1([CH3:23])[CH3:22])(=[O:3])[CH3:2].[C:24]1([C:33]2[CH:38]=[CH:37][CH:36]=[CH:35][CH:34]=2)[CH:29]=[CH:28][C:27]([C:30](Cl)=[O:31])=[CH:26][CH:25]=1.C(N(CC)C(C)C)(C)C, predict the reaction product. The product is: [C:1]([N:4]1[C:13]2[C:8](=[CH:9][C:10]([NH:14][C:30](=[O:31])[C:27]3[CH:28]=[CH:29][C:24]([C:33]4[CH:38]=[CH:37][CH:36]=[CH:35][CH:34]=4)=[CH:25][CH:26]=3)=[CH:11][CH:12]=2)[C:7]([C:16]2[CH:21]=[CH:20][CH:19]=[CH:18][CH:17]=2)([CH3:15])[CH2:6][C:5]1([CH3:23])[CH3:22])(=[O:3])[CH3:2].